This data is from Forward reaction prediction with 1.9M reactions from USPTO patents (1976-2016). The task is: Predict the product of the given reaction. The product is: [Br:1][C:2]1[CH:3]=[C:4]2[C:8](=[CH:9][CH:10]=1)[N:7]([CH:11]1[CH2:12][CH2:13][C:14](=[O:15])[CH2:19][CH2:20]1)[CH2:6][CH2:5]2. Given the reactants [Br:1][C:2]1[CH:3]=[C:4]2[C:8](=[CH:9][CH:10]=1)[N:7]([CH:11]1[CH2:20][CH2:19][C:14]3(OCC[O:15]3)[CH2:13][CH2:12]1)[CH2:6][CH2:5]2.Cl, predict the reaction product.